From a dataset of Full USPTO retrosynthesis dataset with 1.9M reactions from patents (1976-2016). Predict the reactants needed to synthesize the given product. (1) Given the product [F:21][C:22]1[CH:27]=[CH:26][C:25]([C:2]2[CH:7]=[CH:6][C:5]([C:8]3[N:9]=[C:10]4[CH:15]=[C:14]([S:16]([CH3:19])(=[O:18])=[O:17])[CH:13]=[CH:12][N:11]4[CH:20]=3)=[CH:4][CH:3]=2)=[CH:24][CH:23]=1, predict the reactants needed to synthesize it. The reactants are: Br[C:2]1[CH:7]=[CH:6][C:5]([C:8]2[N:9]=[C:10]3[CH:15]=[C:14]([S:16]([CH3:19])(=[O:18])=[O:17])[CH:13]=[CH:12][N:11]3[CH:20]=2)=[CH:4][CH:3]=1.[F:21][C:22]1[CH:27]=[CH:26][C:25](B(O)O)=[CH:24][CH:23]=1. (2) Given the product [C:37]([C:41]1[CH:73]=[CH:72][C:44]([C:45]([NH:47][C:48]2[N:49]=[CH:50][C:51]([C:54]3[CH:62]=[C:61]4[C:57]([CH2:58][N:59]([C@@H:64]([CH:69]([CH3:70])[CH3:71])[C:65]([OH:67])=[O:66])[C:60]4=[O:63])=[CH:56][CH:55]=3)=[N:52][CH:53]=2)=[O:46])=[CH:43][CH:42]=1)([CH3:39])([CH3:38])[CH3:40], predict the reactants needed to synthesize it. The reactants are: C(C1C=CC(C(NC2C=CC(C3C=C4C(CN([C@@H](C(C)C)C(O)=O)C4=O)=CC=3)=NC=2)=O)=CC=1)(C)(C)C.[C:37]([C:41]1[CH:73]=[CH:72][C:44]([C:45]([NH:47][C:48]2[N:49]=[CH:50][C:51]([C:54]3[CH:62]=[C:61]4[C:57]([CH2:58][N:59]([C@@H:64]([CH:69]([CH3:71])[CH3:70])[C:65]([O:67]C)=[O:66])[C:60]4=[O:63])=[CH:56][CH:55]=3)=[N:52][CH:53]=2)=[O:46])=[CH:43][CH:42]=1)([CH3:40])([CH3:39])[CH3:38]. (3) Given the product [Cl:14][C:4]1[CH:5]=[C:6]([C:8]#[CH:9])[CH:7]=[C:2]([Cl:1])[C:3]=1[NH:15][C:16]1[C:25]2[CH:26]=[CH:27][N:28]=[C:29]([O:30][CH3:31])[C:24]=2[C:23]2[C:18](=[CH:19][CH:20]=[N:21][CH:22]=2)[N:17]=1, predict the reactants needed to synthesize it. The reactants are: [Cl:1][C:2]1[CH:7]=[C:6]([C:8]#[C:9][Si](C)(C)C)[CH:5]=[C:4]([Cl:14])[C:3]=1[NH:15][C:16]1[C:25]2[CH:26]=[CH:27][N:28]=[C:29]([O:30][CH3:31])[C:24]=2[C:23]2[C:18](=[CH:19][CH:20]=[N:21][CH:22]=2)[N:17]=1.C([O-])([O-])=O.[K+].[K+]. (4) Given the product [F:10][C:7]1[CH:8]=[N:9][C:2]([C:15]2[CH:16]=[CH:17][C:12]([F:11])=[CH:13][CH:14]=2)=[C:3]([CH:6]=1)[C:4]#[N:5], predict the reactants needed to synthesize it. The reactants are: Cl[C:2]1[N:9]=[CH:8][C:7]([F:10])=[CH:6][C:3]=1[C:4]#[N:5].[F:11][C:12]1[CH:17]=[CH:16][C:15](B(O)O)=[CH:14][CH:13]=1. (5) Given the product [F:16][C:17]1[CH:22]=[C:21]([F:23])[CH:20]=[C:19]([F:24])[C:18]=1[CH:2]([C:3]([O:5][CH2:6][CH3:7])=[O:4])[C:1]([O:9][CH2:10][CH3:11])=[O:8], predict the reactants needed to synthesize it. The reactants are: [C:1]([O:9][CH2:10][CH3:11])(=[O:8])[CH2:2][C:3]([O:5][CH2:6][CH3:7])=[O:4].[O-]CC.[Na+].[F:16][C:17]1[CH:22]=[C:21]([F:23])[CH:20]=[C:19]([F:24])[C:18]=1Br.Cl. (6) Given the product [CH2:23]([P:31]([O:32][CH2:33][CH2:34][CH2:35][CH3:36])([CH2:30][CH2:29][C:27]([O:44][CH2:40][CH2:41][CH2:42][CH3:43])=[O:39])=[O:37])[CH3:26], predict the reactants needed to synthesize it. The reactants are: C(P(CC1C=CC=CC=1CP([C:23]([CH3:26])(C)C)C(C)(C)C)C(C)(C)C)(C)(C)C.[CH2:27]([CH:29]=[CH:30][PH:31](=[O:37])[O:32][CH2:33][CH2:34][CH2:35][CH3:36])C.[C]=[O:39].[CH2:40]([OH:44])[CH2:41][CH2:42][CH3:43]. (7) Given the product [CH3:50][N:51]([CH3:55])[CH2:52][CH2:53][NH:54][C:4](=[O:5])[C:3]1[CH:7]=[C:8]([CH:11]2[C:24]3[CH:23]=[CH:22][C:21]4[C:16](=[N:17][CH:18]=[CH:19][CH:20]=4)[C:15]=3[NH:14][S:13](=[O:26])(=[O:25])[N:12]2[CH3:27])[CH:9]=[CH:10][C:2]=1[F:1], predict the reactants needed to synthesize it. The reactants are: [F:1][C:2]1[CH:10]=[CH:9][C:8]([CH:11]2[C:24]3[CH:23]=[CH:22][C:21]4[C:16](=[N:17][CH:18]=[CH:19][CH:20]=4)[C:15]=3[NH:14][S:13](=[O:26])(=[O:25])[N:12]2[CH3:27])=[CH:7][C:3]=1[C:4](O)=[O:5].CN(C(ON1N=NC2C=CC=CC1=2)=[N+](C)C)C.[B-](F)(F)(F)F.[CH3:50][N:51]([CH3:55])[CH2:52][CH2:53][NH2:54].CCN(C(C)C)C(C)C. (8) Given the product [NH2:1][C:4]1[CH:17]=[CH:16][CH:15]=[CH:14][C:5]=1[CH2:6][N:7]1[CH2:12][CH2:11][CH2:10][O:9][C:8]1=[O:13], predict the reactants needed to synthesize it. The reactants are: [N+:1]([C:4]1[CH:17]=[CH:16][CH:15]=[CH:14][C:5]=1[CH2:6][N:7]1[CH2:12][CH2:11][CH2:10][O:9][C:8]1=[O:13])([O-])=O.[Cl-].[NH4+].O. (9) Given the product [CH3:5][N:6]1[CH:10]=[C:9]([C:11]2[CH:16]=[CH:15][CH:14]=[CH:13][N:12]=2)[N:8]=[N:7]1, predict the reactants needed to synthesize it. The reactants are: C[Si]([CH2:5][N:6]1[CH:10]=[C:9]([C:11]2[CH:16]=[CH:15][CH:14]=[CH:13][N:12]=2)[N:8]=[N:7]1)(C)C.O.[F-].C([N+](CCCC)(CCCC)CCCC)CCC.